Dataset: Full USPTO retrosynthesis dataset with 1.9M reactions from patents (1976-2016). Task: Predict the reactants needed to synthesize the given product. (1) Given the product [CH:26]1([N:21]2[C:20](=[O:32])[C:19]([NH:18][C:9]([C:3]3[C:2]([CH3:1])=[C:6]([CH:7]=[CH2:8])[O:5][N:4]=3)=[O:11])=[C:23]([CH3:24])[N:22]2[CH3:25])[CH2:27][CH2:28][CH2:29][CH2:30][CH2:31]1, predict the reactants needed to synthesize it. The reactants are: [CH3:1][C:2]1[C:3]([C:9]([OH:11])=O)=[N:4][O:5][C:6]=1[CH:7]=[CH2:8].C(Cl)(=O)C(Cl)=O.[NH2:18][C:19]1[C:20](=[O:32])[N:21]([CH:26]2[CH2:31][CH2:30][CH2:29][CH2:28][CH2:27]2)[N:22]([CH3:25])[C:23]=1[CH3:24].C(N(CC)CC)C. (2) Given the product [CH2:15]([N:22]1[CH2:28][CH2:9][C:8]([C:6]2[CH:5]=[C:4]([Cl:14])[CH:3]=[C:2]([Cl:1])[CH:7]=2)([C:10]([F:11])([F:13])[F:12])[CH2:23]1)[C:16]1[CH:21]=[CH:20][CH:19]=[CH:18][CH:17]=1, predict the reactants needed to synthesize it. The reactants are: [Cl:1][C:2]1[CH:7]=[C:6]([C:8]([C:10]([F:13])([F:12])[F:11])=[CH2:9])[CH:5]=[C:4]([Cl:14])[CH:3]=1.[CH2:15]([N:22]([CH2:28]OC)[CH2:23][Si](C)(C)C)[C:16]1[CH:21]=[CH:20][CH:19]=[CH:18][CH:17]=1.C(O)(C(F)(F)F)=O. (3) Given the product [CH3:1][C:2]1[S:6][C:5]([C:10]2[S:11][CH:12]=[CH:13][CH:14]=2)=[CH:4][CH:3]=1, predict the reactants needed to synthesize it. The reactants are: [CH3:1][C:2]1[S:6][C:5]([Mg]Br)=[CH:4][CH:3]=1.Br[C:10]1[S:11][CH:12]=[CH:13][CH:14]=1.[NH4+].[Cl-]. (4) Given the product [F:1][C:2]1[C:26]([F:27])=[CH:25][CH:24]=[CH:23][C:3]=1[CH2:4][S:5][C:6]1[N:11]=[C:10]([NH:12][S:13]([N:16]2[CH2:17][CH:18]([N:30]3[CH2:31][CH2:32][O:37][CH2:29][CH2:28]3)[CH2:19]2)(=[O:15])=[O:14])[CH:9]=[C:8]([O:21][CH3:22])[N:7]=1, predict the reactants needed to synthesize it. The reactants are: [F:1][C:2]1[C:26]([F:27])=[CH:25][CH:24]=[CH:23][C:3]=1[CH2:4][S:5][C:6]1[N:11]=[C:10]([NH:12][S:13]([N:16]2[CH2:19][CH:18](O)[CH2:17]2)(=[O:15])=[O:14])[CH:9]=[C:8]([O:21][CH3:22])[N:7]=1.[CH2:28]([N:30](CC)[CH2:31][CH3:32])[CH3:29].CS(Cl)(=O)=[O:37].